The task is: Predict the product of the given reaction.. This data is from Forward reaction prediction with 1.9M reactions from USPTO patents (1976-2016). (1) Given the reactants [F:1][C:2]1[CH:7]=[CH:6][CH:5]=[C:4]([F:8])[C:3]=1[NH:9][C:10]1[C:15]([CH:16]=O)=[C:14]([C:18]2[CH:23]=[CH:22][C:21]([F:24])=[CH:20][C:19]=2[CH3:25])[N:13]=[C:12]([S:26][CH3:27])[N:11]=1.CC1(C)[O:34][C:33](=O)[CH2:32][C:31](=[O:36])[O:30]1.C([O-])(=O)C.[Cs+].O, predict the reaction product. The product is: [F:24][C:21]1[CH:22]=[CH:23][C:18]([C:14]2[C:15]3[CH:16]=[C:32]([C:31]([OH:36])=[O:30])[C:33](=[O:34])[N:9]([C:3]4[C:4]([F:8])=[CH:5][CH:6]=[CH:7][C:2]=4[F:1])[C:10]=3[N:11]=[C:12]([S:26][CH3:27])[N:13]=2)=[C:19]([CH3:25])[CH:20]=1. (2) Given the reactants [CH3:1][N:2]1[CH:6]=[N:5][C:4]([C:7]2[CH:12]=[CH:11][C:10]([C:13]3[CH2:14][CH2:15][NH:16][CH2:17][CH:18]=3)=[CH:9][CH:8]=2)=[N:3]1.[Cl:19][CH2:20][C:21](Cl)=[O:22], predict the reaction product. The product is: [Cl:19][CH2:20][C:21]([N:16]1[CH2:15][CH:14]=[C:13]([C:10]2[CH:9]=[CH:8][C:7]([C:4]3[N:5]=[CH:6][N:2]([CH3:1])[N:3]=3)=[CH:12][CH:11]=2)[CH2:18][CH2:17]1)=[O:22].